From a dataset of Serine/threonine kinase 33 screen with 319,792 compounds. Binary Classification. Given a drug SMILES string, predict its activity (active/inactive) in a high-throughput screening assay against a specified biological target. (1) The result is 0 (inactive). The molecule is Fc1ccc(c2oc(c(n2)CN(CC2OCCC2)Cc2ncccc2)C)cc1. (2) The molecule is Fc1cc2c(n3c(c2)c(=O)n(nc3C)CC(=O)NCCC)cc1. The result is 0 (inactive). (3) The drug is s1c(NC(=O)CCC(=O)N(CC(=O)NCC2OCCC2)c2c(ccc(c2)C)C)ncc1. The result is 0 (inactive). (4) The drug is O(C(C(=O)NC(Cc1c2c([nH]c1)ccc(O)c2)C(O)=O)C)c1c2c(CC)cc(oc2cc(c1)C)=O. The result is 0 (inactive). (5) The drug is S(=O)(=O)(N1CCN(CC1)CC(=O)N1CCc2c(C1)cccc2)c1cc(OC)c(OC)cc1. The result is 0 (inactive). (6) The compound is OC(=O)c1cnc(N(C)C)nc1. The result is 0 (inactive).